From a dataset of Full USPTO retrosynthesis dataset with 1.9M reactions from patents (1976-2016). Predict the reactants needed to synthesize the given product. (1) Given the product [NH2:1][C:2]1[N:3]=[C:4]([CH3:21])[C:5]2[CH:11]=[C:10]([C:25]([O:31][CH2:27][CH2:28][CH2:29][CH3:30])=[O:26])[C:9](=[O:13])[N:8]([C@H:14]3[CH2:19][CH2:18][C@H:17]([OH:20])[CH2:16][CH2:15]3)[C:6]=2[N:7]=1, predict the reactants needed to synthesize it. The reactants are: [NH2:1][C:2]1[N:3]=[C:4]([CH3:21])[C:5]2[CH:11]=[C:10](Br)[C:9](=[O:13])[N:8]([C@H:14]3[CH2:19][CH2:18][C@H:17]([OH:20])[CH2:16][CH2:15]3)[C:6]=2[N:7]=1.CN([CH:25]=[O:26])C.[CH2:27]([OH:31])[CH2:28][CH2:29][CH3:30].C1CCN2C(=NCCC2)CC1. (2) Given the product [Br:10][C:6]1[CH:5]=[C:4]([C:2](=[N:17][C:16]#[N:15])[CH3:1])[CH:9]=[CH:8][CH:7]=1, predict the reactants needed to synthesize it. The reactants are: [CH3:1][C:2]([C:4]1[CH:9]=[CH:8][CH:7]=[C:6]([Br:10])[CH:5]=1)=O.C[Si]([N:15]=[C:16]=[N:17][Si](C)(C)C)(C)C.